This data is from HIV replication inhibition screening data with 41,000+ compounds from the AIDS Antiviral Screen. The task is: Binary Classification. Given a drug SMILES string, predict its activity (active/inactive) in a high-throughput screening assay against a specified biological target. (1) The compound is Nc1ccc(C(=O)NN2C(=O)C(Cl)C2c2cccc([N+](=O)[O-])c2)cc1. The result is 0 (inactive). (2) The drug is Oc1c(C(Nc2cccc3cccnc23)c2ccccc2)ccc2cccnc12. The result is 0 (inactive). (3) The compound is O=C(Nc1ccc(C=Cc2ccc(NC(=O)c3ccccc3O)cc2S(=O)(=O)O)c(S(=O)(=O)O)c1)c1ccccc1O.[NaH]. The result is 1 (active). (4) The compound is COc1cc(N=Nc2cc(NC(C)=O)c(N=Nc3ccc(S(=O)(=O)O)cc3)cc2S(=O)(=O)O)c(C)cc1N=Nc1ccc(NC(=O)c2ccc(N)cc2)cc1C. The result is 1 (active). (5) The compound is Cc1ccc(S(=O)(=O)O)cc1.N=C(NO)NN=Cc1cccnc1. The result is 0 (inactive). (6) The drug is CC(C)NC1CCCCC2c3ccccc3C12O. The result is 0 (inactive).